This data is from P-glycoprotein inhibition data for predicting drug efflux from Broccatelli et al.. The task is: Regression/Classification. Given a drug SMILES string, predict its absorption, distribution, metabolism, or excretion properties. Task type varies by dataset: regression for continuous measurements (e.g., permeability, clearance, half-life) or binary classification for categorical outcomes (e.g., BBB penetration, CYP inhibition). Dataset: pgp_broccatelli. (1) The result is 0 (non-inhibitor). The compound is CN(C)CCO[C@@](C)(c1ccccc1)c1ccccn1. (2) The molecule is CC(=O)Oc1cc(C(F)(F)F)ccc1C(=O)O. The result is 0 (non-inhibitor). (3) The drug is Oc1ccc(C[C@H]2NCCc3cc(O)c(O)cc32)cc1O. The result is 0 (non-inhibitor). (4) The compound is COc1ccc(CCNc2nc(N3CCc4cc(OC)c(OC)cc4C3)c3cc(N(C)C)ccc3n2)cc1OC. The result is 1 (inhibitor). (5) The compound is COc1ccc(OC[C@@H](O)CN2CCN(c3ccccc3C)CC2)c(C(C)=O)c1. The result is 1 (inhibitor).